Dataset: Reaction yield outcomes from USPTO patents with 853,638 reactions. Task: Predict the reaction yield, written as a fraction of the theoretical maximum amount of product (1.0 means a 100% yield; for example, 0.34 means a 34% yield). The catalyst is C1COCC1.CCO. The product is [N+:1]([C:4]1[CH:5]=[C:6]([CH2:10][C:11]2[C:19]3[C:14](=[CH:15][CH:16]=[CH:17][CH:18]=3)[N:13]([CH2:20][C:21]([OH:23])=[O:22])[CH:12]=2)[CH:7]=[CH:8][CH:9]=1)([O-:3])=[O:2]. The reactants are [N+:1]([C:4]1[CH:5]=[C:6]([CH2:10][C:11]2[C:19]3[C:14](=[CH:15][CH:16]=[CH:17][CH:18]=3)[N:13]([CH2:20][C:21]([O:23]CC)=[O:22])[CH:12]=2)[CH:7]=[CH:8][CH:9]=1)([O-:3])=[O:2].[OH-].[Na+].Cl. The yield is 0.690.